From a dataset of NCI-60 drug combinations with 297,098 pairs across 59 cell lines. Regression. Given two drug SMILES strings and cell line genomic features, predict the synergy score measuring deviation from expected non-interaction effect. (1) Drug 1: C1=CC(=CC=C1CCC2=CNC3=C2C(=O)NC(=N3)N)C(=O)NC(CCC(=O)O)C(=O)O. Drug 2: C1=CC(=CC=C1CCCC(=O)O)N(CCCl)CCCl. Cell line: CCRF-CEM. Synergy scores: CSS=57.3, Synergy_ZIP=-3.16, Synergy_Bliss=-7.90, Synergy_Loewe=-6.55, Synergy_HSA=-4.13. (2) Drug 1: CC(C)NC(=O)C1=CC=C(C=C1)CNNC.Cl. Drug 2: CC1=C(C(=O)C2=C(C1=O)N3CC4C(C3(C2COC(=O)N)OC)N4)N. Cell line: UACC-257. Synergy scores: CSS=3.44, Synergy_ZIP=0.400, Synergy_Bliss=-4.09, Synergy_Loewe=-7.15, Synergy_HSA=-3.15. (3) Drug 1: C1=CC(=C2C(=C1NCCNCCO)C(=O)C3=C(C=CC(=C3C2=O)O)O)NCCNCCO. Drug 2: C1CCC(C(C1)N)N.C(=O)(C(=O)[O-])[O-].[Pt+4]. Cell line: IGROV1. Synergy scores: CSS=48.9, Synergy_ZIP=-3.70, Synergy_Bliss=-1.30, Synergy_Loewe=1.05, Synergy_HSA=3.69. (4) Drug 2: CC1=C(C(=O)C2=C(C1=O)N3CC4C(C3(C2COC(=O)N)OC)N4)N. Cell line: MALME-3M. Synergy scores: CSS=15.4, Synergy_ZIP=-5.92, Synergy_Bliss=1.54, Synergy_Loewe=-18.6, Synergy_HSA=0.131. Drug 1: C1CN1P(=S)(N2CC2)N3CC3. (5) Drug 1: CC1=C(C=C(C=C1)NC2=NC=CC(=N2)N(C)C3=CC4=NN(C(=C4C=C3)C)C)S(=O)(=O)N.Cl. Drug 2: CN(C)C1=NC(=NC(=N1)N(C)C)N(C)C. Cell line: CCRF-CEM. Synergy scores: CSS=-11.6, Synergy_ZIP=0.937, Synergy_Bliss=-8.73, Synergy_Loewe=-13.8, Synergy_HSA=-11.6. (6) Drug 1: C1C(C(OC1N2C=C(C(=O)NC2=O)F)CO)O. Drug 2: CN1C2=C(C=C(C=C2)N(CCCl)CCCl)N=C1CCCC(=O)O.Cl. Cell line: U251. Synergy scores: CSS=21.1, Synergy_ZIP=-8.80, Synergy_Bliss=-6.33, Synergy_Loewe=-12.5, Synergy_HSA=-3.76.